Dataset: Reaction yield outcomes from USPTO patents with 853,638 reactions. Task: Predict the reaction yield, written as a fraction of the theoretical maximum amount of product (1.0 means a 100% yield; for example, 0.34 means a 34% yield). (1) The reactants are [F:1][C:2]1[CH:25]=[CH:24][CH:23]=[CH:22][C:3]=1[CH2:4][N:5]1[C:13]2[C:8](=[CH:9][CH:10]=[CH:11][CH:12]=2)[C:7]([C:14]2[N:19]=[C:18]([NH2:20])[CH:17]=[C:16]([NH2:21])[N:15]=2)=[N:6]1.Cl.Br[C:28]1[CH:33]=[CH:32][N:31]=[CH:30][CH:29]=1.C1C=CC(P(C2C=CC3C(=CC=CC=3)C=2C2C3C(=CC=CC=3)C=CC=2P(C2C=CC=CC=2)C2C=CC=CC=2)C2C=CC=CC=2)=CC=1. The catalyst is CN(C)C=O.O. The product is [F:1][C:2]1[CH:25]=[CH:24][CH:23]=[CH:22][C:3]=1[CH2:4][N:5]1[C:13]2[C:8](=[CH:9][CH:10]=[CH:11][CH:12]=2)[C:7]([C:14]2[N:19]=[C:18]([NH:20][C:28]3[CH:33]=[CH:32][N:31]=[CH:30][CH:29]=3)[CH:17]=[C:16]([NH2:21])[N:15]=2)=[N:6]1. The yield is 0.129. (2) The reactants are [CH3:1][O:2][C:3]1[CH:4]=[C:5]2[C:10](=[CH:11][C:12]=1[O:13][CH3:14])[N:9]=[CH:8][CH:7]=[C:6]2[O:15][C:16]1[C:22]([CH3:23])=[CH:21][C:19]([NH2:20])=[C:18]([CH3:24])[CH:17]=1.Cl[C:26](Cl)([O:28]C(=O)OC(Cl)(Cl)Cl)Cl.[NH2:37][C:38]1[C:39]([O:46][CH3:47])=[N:40][C:41]([O:44][CH3:45])=[CH:42][CH:43]=1.C(=O)([O-])O.[Na+]. The catalyst is C(Cl)(Cl)Cl.C(N(CC)CC)C.ClCCl. The product is [CH3:47][O:46][C:39]1[C:38]([NH:37][C:26]([NH:20][C:19]2[CH:21]=[C:22]([CH3:23])[C:16]([O:15][C:6]3[C:5]4[C:10](=[CH:11][C:12]([O:13][CH3:14])=[C:3]([O:2][CH3:1])[CH:4]=4)[N:9]=[CH:8][CH:7]=3)=[CH:17][C:18]=2[CH3:24])=[O:28])=[CH:43][CH:42]=[C:41]([O:44][CH3:45])[N:40]=1. The yield is 0.790. (3) The yield is 0.810. The product is [CH3:26][C:23]1[N:22]2[C:27](=[O:28])[N:19]([C:16]3[CH:17]=[C:18]4[C:13]([CH:12]=[CH:11][N:10]4[CH2:9][C:8]([OH:7])=[O:34])=[CH:14][CH:15]=3)[CH2:20][C:21]2=[CH:25][CH:24]=1. The catalyst is C1COCC1.C(OCC)(=O)C. The reactants are [H-].[Na+].C([O:7][C:8](=[O:34])[CH2:9][N:10]1[C:18]2[C:13](=[CH:14][CH:15]=[C:16]([NH:19][CH2:20][C:21]3[N:22]([C:27](OC(C)(C)C)=[O:28])[C:23]([CH3:26])=[CH:24][CH:25]=3)[CH:17]=2)[CH:12]=[CH:11]1)(C)(C)C.O.C(O)(=O)C. (4) The yield is 0.930. The catalyst is CO. The reactants are [CH:1]1([C:7]([C:9]2[CH:14]=[CH:13][CH:12]=[CH:11][CH:10]=2)=O)[CH2:6][CH2:5][CH2:4][CH2:3][CH2:2]1.[BH3-]C#[N:17].[Na+]. The product is [CH:1]1([CH:7]([C:9]2[CH:14]=[CH:13][CH:12]=[CH:11][CH:10]=2)[NH2:17])[CH2:6][CH2:5][CH2:4][CH2:3][CH2:2]1. (5) The reactants are [Cl:1][C:2]1[C:3](=[O:28])[N:4]([CH2:18][C:19]2[CH:20]=[C:21]3[C:25](=[CH:26][CH:27]=2)[NH:24][CH:23]=[CH:22]3)[CH:5]=[CH:6][C:7]=1[O:8][CH2:9][C:10]1[CH:15]=[CH:14][C:13]([F:16])=[CH:12][C:11]=1[F:17].[BH3-]C#N.[Na+]. The catalyst is CC(O)=O. The product is [Cl:1][C:2]1[C:3](=[O:28])[N:4]([CH2:18][C:19]2[CH:20]=[C:21]3[C:25](=[CH:26][CH:27]=2)[NH:24][CH2:23][CH2:22]3)[CH:5]=[CH:6][C:7]=1[O:8][CH2:9][C:10]1[CH:15]=[CH:14][C:13]([F:16])=[CH:12][C:11]=1[F:17]. The yield is 0.810. (6) The reactants are [S:1]1[CH:5]=[CH:4][C:3]([C:6]2[CH:11]=[CH:10][C:9]([CH:12]([CH3:15])[C:13]#[N:14])=[CH:8][N:7]=2)=[CH:2]1.Cl.C(N(CC)CC)C.[CH:24]([S:27](Cl)(=[O:29])=[O:28])([CH3:26])[CH3:25]. The catalyst is C1COCC1.CO. The product is [S:1]1[CH:5]=[CH:4][C:3]([C:6]2[CH:11]=[CH:10][C:9]([CH:12]([CH3:15])[CH2:13][NH:14][S:27]([CH:24]([CH3:26])[CH3:25])(=[O:29])=[O:28])=[CH:8][N:7]=2)=[CH:2]1. The yield is 0.0700. (7) The reactants are [OH:1]/[N:2]=[C:3](/[C:6]1[CH:11]=[CH:10][CH:9]=[CH:8][CH:7]=1)\[C:4]#[N:5].Cl[CH2:13][C:14]1[N:19]=[C:18]([NH:20][C:21](=[O:27])[O:22][C:23]([CH3:26])([CH3:25])[CH3:24])[CH:17]=[CH:16][CH:15]=1.[I-].[K+].C(=O)([O-])[O-].[Cs+].[Cs+]. The catalyst is C(#N)C.CN(C=O)C. The product is [C:4](/[C:3](=[N:2]\[O:1][CH2:13][C:14]1[N:19]=[C:18]([NH:20][C:21](=[O:27])[O:22][C:23]([CH3:25])([CH3:24])[CH3:26])[CH:17]=[CH:16][CH:15]=1)/[C:6]1[CH:11]=[CH:10][CH:9]=[CH:8][CH:7]=1)#[N:5]. The yield is 0.850. (8) The reactants are [H-].[Na+].[OH:3][C@:4]1([C:22]2[CH:27]=[CH:26][C:25]([C:28]3[CH:33]=[CH:32][CH:31]=[CH:30][C:29]=3[CH:34]=[CH2:35])=[CH:24][CH:23]=2)[CH2:8][N:7]([C:9]([O:11][CH2:12][CH2:13][Si:14]([CH3:17])([CH3:16])[CH3:15])=[O:10])[C@H:6]([C:18]([O:20][CH3:21])=[O:19])[CH2:5]1.[CH3:36]I. The catalyst is CN(C=O)C. The yield is 0.310. The product is [CH3:36][O:3][C@:4]1([C:22]2[CH:23]=[CH:24][C:25]([C:28]3[CH:33]=[CH:32][CH:31]=[CH:30][C:29]=3[CH:34]=[CH2:35])=[CH:26][CH:27]=2)[CH2:8][N:7]([C:9]([O:11][CH2:12][CH2:13][Si:14]([CH3:17])([CH3:16])[CH3:15])=[O:10])[C@H:6]([C:18]([O:20][CH3:21])=[O:19])[CH2:5]1. (9) The reactants are [Br:1][C:2]1[CH:3]=[C:4]([CH:8]=[CH:9][C:10]=1[CH3:11])[C:5]([OH:7])=[O:6].OS(O)(=O)=O.[CH3:17]O. No catalyst specified. The product is [CH3:17][O:6][C:5](=[O:7])[C:4]1[CH:8]=[CH:9][C:10]([CH3:11])=[C:2]([Br:1])[CH:3]=1. The yield is 0.930.